Dataset: Full USPTO retrosynthesis dataset with 1.9M reactions from patents (1976-2016). Task: Predict the reactants needed to synthesize the given product. (1) Given the product [OH:9][CH2:10][CH:11]1[O:16][CH2:15][CH2:14][N:13]([C:17]([O:19][C:20]([CH3:23])([CH3:22])[CH3:21])=[O:18])[CH2:12]1, predict the reactants needed to synthesize it. The reactants are: C1(C([O:9][CH2:10][CH:11]2[O:16][CH2:15][CH2:14][N:13]([C:17]([O:19][C:20]([CH3:23])([CH3:22])[CH3:21])=[O:18])[CH2:12]2)=O)C=CC=CC=1.[OH-].[Na+]. (2) Given the product [CH2:23]([O:22][C:20](=[O:21])[C:19]([C:28]1[N:29]=[CH:30][C:31]([C:34]([O:36][CH3:37])=[O:35])=[N:32][CH:33]=1)([F:26])[F:25])[CH3:24], predict the reactants needed to synthesize it. The reactants are: COCCOCCOCCOC.C[Si](Br)(C)C.Br[C:19]([F:26])([F:25])[C:20]([O:22][CH2:23][CH3:24])=[O:21].Br[C:28]1[N:29]=[CH:30][C:31]([C:34]([O:36][CH3:37])=[O:35])=[N:32][CH:33]=1.[Cl-].[Na+].Cl. (3) Given the product [CH3:39][O:38][C:35]1[CH:34]=[CH:33][C:32]([C:24]2[C:25]([CH3:31])=[C:26]([C:27]([F:28])([F:30])[F:29])[N:21]3[N:20]=[CH:19][C:18]([C:16]([N:13]4[CH2:14][CH2:15][N:10]([C@H:8]([C:5]5[CH:6]=[CH:7][C:2]([NH:1][C:42]([NH2:43])=[O:41])=[CH:3][CH:4]=5)[CH3:9])[CH2:11][C@H:12]4[CH3:40])=[O:17])=[C:22]3[N:23]=2)=[CH:37][CH:36]=1, predict the reactants needed to synthesize it. The reactants are: [NH2:1][C:2]1[CH:7]=[CH:6][C:5]([C@@H:8]([N:10]2[CH2:15][CH2:14][N:13]([C:16]([C:18]3[CH:19]=[N:20][N:21]4[C:26]([C:27]([F:30])([F:29])[F:28])=[C:25]([CH3:31])[C:24]([C:32]5[CH:37]=[CH:36][C:35]([O:38][CH3:39])=[CH:34][CH:33]=5)=[N:23][C:22]=34)=[O:17])[C@H:12]([CH3:40])[CH2:11]2)[CH3:9])=[CH:4][CH:3]=1.[O-:41][C:42]#[N:43].[K+].